From a dataset of Reaction yield outcomes from USPTO patents with 853,638 reactions. Predict the reaction yield, written as a fraction of the theoretical maximum amount of product (1.0 means a 100% yield; for example, 0.34 means a 34% yield). (1) The reactants are [Cl:1][C:2]1[CH:3]=[C:4]([C:9]2([C:27]([F:30])([F:29])[F:28])[O:13][N:12]=[C:11]([C:14]3[CH:15]=[CH:16][C:17]([N:22]4[CH:26]=[CH:25][CH:24]=[N:23]4)=[C:18]([CH:21]=3)[C:19]#[N:20])[CH2:10]2)[CH:5]=[C:6]([Cl:8])[CH:7]=1.[Cl:31]N1C(=O)CCC1=O.O.C(OCC)(=O)C. The catalyst is CN(C=O)C. The product is [Cl:31][C:25]1[CH:24]=[N:23][N:22]([C:17]2[CH:16]=[CH:15][C:14]([C:11]3[CH2:10][C:9]([C:4]4[CH:3]=[C:2]([Cl:1])[CH:7]=[C:6]([Cl:8])[CH:5]=4)([C:27]([F:28])([F:30])[F:29])[O:13][N:12]=3)=[CH:21][C:18]=2[C:19]#[N:20])[CH:26]=1. The yield is 0.410. (2) The reactants are [NH2:1][C:2]1[CH:7]=[CH:6][C:5](B2OC(C)(C)C(C)(C)O2)=[CH:4][C:3]=1[Cl:17].Br[C:19]1[CH:24]=[N:23][CH:22]=[CH:21][N:20]=1.C(=O)([O-])[O-].[Na+].[Na+]. The catalyst is C1(P(C2C=CC=CC=2)[C-]2C=CC=C2)C=CC=CC=1.[C-]1(P(C2C=CC=CC=2)C2C=CC=CC=2)C=CC=C1.[Fe+2].COCCOC. The product is [Cl:17][C:3]1[CH:4]=[C:5]([C:19]2[CH:24]=[N:23][CH:22]=[CH:21][N:20]=2)[CH:6]=[CH:7][C:2]=1[NH2:1]. The yield is 0.440. (3) The reactants are [CH3:1][S:2]([C:5]1[CH:6]=[C:7]([N:14]2[CH2:19][CH2:18][O:17][CH2:16][CH2:15]2)[CH:8]=[C:9]([N+:11]([O-])=O)[CH:10]=1)(=[O:4])=[O:3]. The catalyst is C(O)C.[Pd]. The product is [CH3:1][S:2]([C:5]1[CH:10]=[C:9]([CH:8]=[C:7]([N:14]2[CH2:19][CH2:18][O:17][CH2:16][CH2:15]2)[CH:6]=1)[NH2:11])(=[O:3])=[O:4]. The yield is 0.950. (4) The reactants are Cl[CH2:2][C:3]1[CH:22]=[CH:21][C:6]([O:7][CH2:8][C:9]2[N:10]=[C:11]([C:15]3[CH:20]=[CH:19][CH:18]=[CH:17][CH:16]=3)[S:12][C:13]=2[CH3:14])=[CH:5][CH:4]=1.[OH:23][C:24]1[CH:29]=[CH:28][CH:27]=[CH:26][C:25]=1[CH2:30][C:31]([O:33]C)=[O:32].C(=O)([O-])[O-].[K+].[K+].Cl. The catalyst is CN(C)C=O. The product is [CH3:14][C:13]1[S:12][C:11]([C:15]2[CH:20]=[CH:19][CH:18]=[CH:17][CH:16]=2)=[N:10][C:9]=1[CH2:8][O:7][C:6]1[CH:21]=[CH:22][C:3]([CH2:2][O:23][C:24]2[CH:29]=[CH:28][CH:27]=[CH:26][C:25]=2[CH2:30][C:31]([OH:33])=[O:32])=[CH:4][CH:5]=1. The yield is 0.440. (5) The catalyst is C(OCC)(=O)C. The reactants are O[C:2]1[CH:3]=[C:4]2[C:9](=[CH:10][CH:11]=1)[CH:8]=[C:7]([C:12](=[O:14])[CH3:13])[CH:6]=[CH:5]2.[Na].[H][H].[CH2:18]([NH:20][CH2:21][CH2:22][OH:23])[CH3:19].O. The yield is 0.120. The product is [CH2:18]([N:20]([CH2:21][CH2:22][OH:23])[C:2]1[CH:3]=[C:4]2[C:9](=[CH:10][CH:11]=1)[CH:8]=[C:7]([C:12](=[O:14])[CH3:13])[CH:6]=[CH:5]2)[CH3:19].